Task: Predict the reaction yield, written as a fraction of the theoretical maximum amount of product (1.0 means a 100% yield; for example, 0.34 means a 34% yield).. Dataset: Reaction yield outcomes from USPTO patents with 853,638 reactions The catalyst is [Ni].CO. The product is [CH2:1]([C:5]1[C:14]([CH2:15][NH2:16])=[C:13]([C:17]2[CH:18]=[CH:19][CH:20]=[CH:21][CH:22]=2)[C:12]2[C:7](=[CH:8][CH:9]=[C:10]([O:23][CH3:24])[CH:11]=2)[N:6]=1)[CH:2]([CH3:4])[CH3:3]. The yield is 0.440. The reactants are [CH2:1]([C:5]1[C:14]([C:15]#[N:16])=[C:13]([C:17]2[CH:22]=[CH:21][CH:20]=[CH:19][CH:18]=2)[C:12]2[C:7](=[CH:8][CH:9]=[C:10]([O:23][CH3:24])[CH:11]=2)[N:6]=1)[CH:2]([CH3:4])[CH3:3].N.O1CCCC1.